From a dataset of Reaction yield outcomes from USPTO patents with 853,638 reactions. Predict the reaction yield, written as a fraction of the theoretical maximum amount of product (1.0 means a 100% yield; for example, 0.34 means a 34% yield). (1) The reactants are C[O:2][C:3](=[O:36])[CH2:4][CH2:5][C:6]1[CH:11]=[CH:10][C:9]([C:12]2[CH:17]=[CH:16][C:15]([CH2:18][CH:19]([C:31](=[O:35])[N:32]([CH3:34])[CH3:33])[NH:20][S:21]([C:24]3[CH:29]=[CH:28][C:27]([CH3:30])=[CH:26][CH:25]=3)(=[O:23])=[O:22])=[CH:14][CH:13]=2)=[CH:8][CH:7]=1.[OH-].[Li+]. The catalyst is C1COCC1.O. The product is [CH3:34][N:32]([CH3:33])[C:31]([CH:19]([NH:20][S:21]([C:24]1[CH:29]=[CH:28][C:27]([CH3:30])=[CH:26][CH:25]=1)(=[O:22])=[O:23])[CH2:18][C:15]1[CH:14]=[CH:13][C:12]([C:9]2[CH:10]=[CH:11][C:6]([CH2:5][CH2:4][C:3]([OH:36])=[O:2])=[CH:7][CH:8]=2)=[CH:17][CH:16]=1)=[O:35]. The yield is 0.980. (2) The reactants are [Cl:1][C:2]([Cl:11])([Cl:10])[C:3]([C:5]1[NH:6][CH:7]=[CH:8][CH:9]=1)=[O:4].[I:12]I. The catalyst is C(Cl)(Cl)Cl.FC(F)(F)C([O-])=O.[Ag+]. The product is [Cl:11][C:2]([Cl:1])([Cl:10])[C:3]([C:5]1[NH:6][CH:7]=[C:8]([I:12])[CH:9]=1)=[O:4]. The yield is 0.780.